This data is from Full USPTO retrosynthesis dataset with 1.9M reactions from patents (1976-2016). The task is: Predict the reactants needed to synthesize the given product. (1) Given the product [F:43][C:22]([F:21])([F:44])[CH2:23][CH2:24][C:25]([N:27]1[CH2:28][CH:29]=[C:30]([C:33]2[C:34]3[N:35]([N:39]=[C:40]([NH:13][C:11]4[CH:10]=[N:9][N:8]([CH2:7][C:6]([O:5][C:1]([CH3:4])([CH3:2])[CH3:3])=[O:14])[CH:12]=4)[N:41]=3)[CH:36]=[CH:37][CH:38]=2)[CH2:31][CH2:32]1)=[O:26], predict the reactants needed to synthesize it. The reactants are: [C:1]([O:5][C:6](=[O:14])[CH2:7][N:8]1[CH:12]=[C:11]([NH2:13])[CH:10]=[N:9]1)([CH3:4])([CH3:3])[CH3:2].C([O-])([O-])=O.[Cs+].[Cs+].[F:21][C:22]([F:44])([F:43])[CH2:23][CH2:24][C:25]([N:27]1[CH2:32][CH:31]=[C:30]([C:33]2[C:34]3[N:35]([N:39]=[C:40](I)[N:41]=3)[CH:36]=[CH:37][CH:38]=2)[CH2:29][CH2:28]1)=[O:26].C(Cl)(Cl)Cl.CC1(C)C2C(=C(P(C3C=CC=CC=3)C3C=CC=CC=3)C=CC=2)OC2C(P(C3C=CC=CC=3)C3C=CC=CC=3)=CC=CC1=2. (2) Given the product [NH2:6][C:7]1[S:8][C:9]([N:1]2[CH:5]=[CH:4][CH:3]=[CH:2]2)=[N:10][N:11]=1, predict the reactants needed to synthesize it. The reactants are: [NH:1]1[CH2:5][CH2:4][CH2:3][CH2:2]1.[NH2:6][C:7]1[S:8][C:9](Cl)=[N:10][N:11]=1.